From a dataset of Aqueous solubility values for 9,982 compounds from the AqSolDB database. Regression/Classification. Given a drug SMILES string, predict its absorption, distribution, metabolism, or excretion properties. Task type varies by dataset: regression for continuous measurements (e.g., permeability, clearance, half-life) or binary classification for categorical outcomes (e.g., BBB penetration, CYP inhibition). For this dataset (solubility_aqsoldb), we predict Y. (1) The molecule is O=[N+]([O-])O[C@H]1CO[C@H]2[C@@H]1OC[C@H]2O[N+](=O)[O-]. The Y is -2.63 log mol/L. (2) The compound is CC(=O)OC(OC(C)=O)C(OC(C)=O)OC(C)=O. The Y is -2.10 log mol/L. (3) The drug is CC(C)C(Nc1ccc(C(F)(F)F)cc1Cl)C(=O)OC(C#N)c1cccc(Oc2ccccc2)c1. The Y is -8.00 log mol/L. (4) The molecule is OC[C@H]1NC[C@H](O)[C@@H](O)[C@@H]1O. The Y is 0.404 log mol/L. (5) The compound is Cc1cccc2c1Cc1ccccc1-2. The Y is -5.22 log mol/L.